Task: Predict which catalyst facilitates the given reaction.. Dataset: Catalyst prediction with 721,799 reactions and 888 catalyst types from USPTO (1) Reactant: Cl.[Br:2][C:3]1[CH:8]=[CH:7][C:6]([NH:9][NH2:10])=[CH:5][CH:4]=1.[O:11]([C:13]#[N:14])[K]. Product: [Br:2][C:3]1[CH:8]=[CH:7][C:6]([NH:9][NH:10][C:13]([NH2:14])=[O:11])=[CH:5][CH:4]=1. The catalyst class is: 6. (2) Reactant: [C:1]([S@:5]([NH:7][C@@:8]([C:20]1[CH:25]=[CH:24][CH:23]=[CH:22][C:21]=1[F:26])([CH:17]([F:19])[F:18])[C:9]([F:16])([F:15])[C:10](OCC)=[O:11])=[O:6])([CH3:4])([CH3:3])[CH3:2].[H-].C([Al+]CC(C)C)C(C)C.C1(C)C=CC=CC=1. Product: [CH3:4][C:1]([S@:5]([NH:7][C@:8]([C:20]1[CH:25]=[CH:24][CH:23]=[CH:22][C:21]=1[F:26])([C:9]([F:15])([F:16])[CH:10]=[O:11])[CH:17]([F:19])[F:18])=[O:6])([CH3:2])[CH3:3]. The catalyst class is: 1. (3) Reactant: CS(Cl)(=O)=O.[Cl:6][C:7]1[CH:8]=[C:9]([CH:27]=[CH:28][C:29]=1[O:30][CH2:31][C:32]1[CH:37]=[CH:36][CH:35]=[C:34]([F:38])[CH:33]=1)[NH:10][C:11]1[C:16]([C:17]#[C:18][C:19]2[N:24]=[C:23]([CH2:25][OH:26])[CH:22]=[CH:21][CH:20]=2)=[CH:15][N:14]=[CH:13][N:12]=1.[CH3:39][O-].[Na+].O. Product: [Cl:6][C:7]1[CH:8]=[C:9]([NH:10][C:11]2[C:16]([C:17]#[C:18][C:19]3[CH:20]=[CH:21][CH:22]=[C:23]([CH2:25][O:26][CH3:39])[N:24]=3)=[CH:15][N:14]=[CH:13][N:12]=2)[CH:27]=[CH:28][C:29]=1[O:30][CH2:31][C:32]1[CH:37]=[CH:36][CH:35]=[C:34]([F:38])[CH:33]=1. The catalyst class is: 1.